From a dataset of Catalyst prediction with 721,799 reactions and 888 catalyst types from USPTO. Predict which catalyst facilitates the given reaction. (1) The catalyst class is: 20. Reactant: [CH2:1]([O:3][C:4](=[O:28])[C:5]([CH3:27])([O:7][C:8]1[CH:13]=[CH:12][C:11]([O:14][CH2:15][C:16]2([CH2:19][C:20]#[C:21][Si](C)(C)C)[CH2:18][CH2:17]2)=[CH:10][C:9]=1[CH3:26])[CH3:6])[CH3:2].[N+](CCCC)(CCCC)(CCCC)CCCC.[F-]. Product: [CH2:1]([O:3][C:4](=[O:28])[C:5]([CH3:27])([O:7][C:8]1[CH:13]=[CH:12][C:11]([O:14][CH2:15][C:16]2([CH2:19][C:20]#[CH:21])[CH2:18][CH2:17]2)=[CH:10][C:9]=1[CH3:26])[CH3:6])[CH3:2]. (2) Reactant: Cl[C:2]1[CH:7]=[CH:6][CH:5]=[C:4]([OH:8])[N:3]=1.[N:9]1([C:15]([O:17][C:18]([CH3:21])([CH3:20])[CH3:19])=[O:16])[CH2:14][CH2:13][NH:12][CH2:11][CH2:10]1. Product: [OH:8][C:4]1[N:3]=[C:2]([N:12]2[CH2:11][CH2:10][N:9]([C:15]([O:17][C:18]([CH3:21])([CH3:20])[CH3:19])=[O:16])[CH2:14][CH2:13]2)[CH:7]=[CH:6][CH:5]=1. The catalyst class is: 114. (3) Reactant: [C:1]([NH:5][C:6](=[O:35])[C:7]1[CH:12]=[CH:11][CH:10]=[C:9]([O:13][C:14]2[CH:19]=[CH:18][C:17]([NH:20][C:21]3[C:31]4[CH:30]=[C:29]([CH:32]=O)[CH2:28][CH2:27][NH:26][C:25]=4[N:24]=[CH:23][N:22]=3)=[CH:16][C:15]=2[Cl:34])[CH:8]=1)([CH3:4])([CH3:3])[CH3:2].[NH2:36][CH2:37][C:38]#[N:39].C(O[BH-](OC(=O)C)OC(=O)C)(=O)C.[Na+].[ClH:54].C(OCC)(=O)C. Product: [ClH:34].[ClH:54].[C:1]([NH:5][C:6](=[O:35])[C:7]1[CH:12]=[CH:11][CH:10]=[C:9]([O:13][C:14]2[CH:19]=[CH:18][C:17]([NH:20][C:21]3[C:31]4[CH:30]=[C:29]([CH2:32][NH:39][CH2:38][C:37]#[N:36])[CH2:28][CH2:27][NH:26][C:25]=4[N:24]=[CH:23][N:22]=3)=[CH:16][C:15]=2[Cl:34])[CH:8]=1)([CH3:4])([CH3:3])[CH3:2]. The catalyst class is: 199. (4) Reactant: [CH3:1][O:2][C:3]([C:5]1[CH:6]=[C:7]2[C:12](=[CH:13][CH:14]=1)[O:11][CH2:10][CH:9]([NH2:15])[CH2:8]2)=[O:4].Cl[C:17]1[N:22]=[CH:21][C:20]([C:23]2[CH:24]=[N:25][CH:26]=[CH:27][CH:28]=2)=[CH:19][N:18]=1.CCOC(C)=O. Product: [CH3:1][O:2][C:3]([C:5]1[CH:6]=[C:7]2[C:12](=[CH:13][CH:14]=1)[O:11][CH2:10][CH:9]([NH:15][C:17]1[N:18]=[CH:19][C:20]([C:23]3[CH:24]=[N:25][CH:26]=[CH:27][CH:28]=3)=[CH:21][N:22]=1)[CH2:8]2)=[O:4]. The catalyst class is: 163. (5) Reactant: Br[C:2]1[O:6][N:5]=[C:4]([C:7]([O:9][CH2:10][CH3:11])=[O:8])[C:3]=1[CH3:12].[CH2:13]([Sn](CCCC)(CCCC)C=C)[CH2:14]CC. Product: [CH3:12][C:3]1[C:4]([C:7]([O:9][CH2:10][CH3:11])=[O:8])=[N:5][O:6][C:2]=1[CH:13]=[CH2:14]. The catalyst class is: 77. (6) Reactant: [CH:1]([CH:3]1[CH2:8][CH2:7][CH2:6][N:5]([C:9]2[N:10]=[C:11]3[CH:25]=[C:24]([CH2:26][CH2:27][C:28]4[S:29][CH:30]=[C:31]([CH:33]([CH3:35])[CH3:34])[N:32]=4)[CH:23]=[CH:22][N:12]3[C:13](=[O:21])[C:14]=2/[CH:15]=[CH:16]/[C:17]([O:19][CH3:20])=[O:18])[CH2:4]1)=[O:2]. Product: [CH:1]([CH:3]1[CH2:8][CH2:7][CH2:6][N:5]([C:9]2[N:10]=[C:11]3[CH:25]=[C:24]([CH2:26][CH2:27][C:28]4[S:29][CH:30]=[C:31]([CH:33]([CH3:35])[CH3:34])[N:32]=4)[CH:23]=[CH:22][N:12]3[C:13](=[O:21])[C:14]=2[CH2:15][CH2:16][C:17]([O:19][CH3:20])=[O:18])[CH2:4]1)=[O:2]. The catalyst class is: 29. (7) Reactant: [CH3:1][O:2][C:3]1[C:4]([N+:21]([O-:23])=[O:22])=[C:5]([CH:18]=[CH:19][CH:20]=1)[CH:6]=[C:7]([C:13]([O:15][CH2:16][CH3:17])=[O:14])[C:8]([O:10][CH2:11][CH3:12])=[O:9].COC1C([N+]([O-])=O)=C(C=CC=1)C=O.CO[CH2:39][N:40]([CH2:46][C:47]1[CH:52]=[CH:51][CH:50]=[CH:49][CH:48]=1)[CH2:41][Si](C)(C)C.FC(F)(F)C(O)=O. Product: [CH2:46]([N:40]1[CH2:41][CH:6]([C:5]2[CH:18]=[CH:19][CH:20]=[C:3]([O:2][CH3:1])[C:4]=2[N+:21]([O-:23])=[O:22])[C:7]([C:8]([O:10][CH2:11][CH3:12])=[O:9])([C:13]([O:15][CH2:16][CH3:17])=[O:14])[CH2:39]1)[C:47]1[CH:52]=[CH:51][CH:50]=[CH:49][CH:48]=1. The catalyst class is: 2.